From a dataset of Peptide-MHC class II binding affinity with 134,281 pairs from IEDB. Regression. Given a peptide amino acid sequence and an MHC pseudo amino acid sequence, predict their binding affinity value. This is MHC class II binding data. The peptide sequence is YLVGSNMTQRVVIALKK. The MHC is DRB1_0404 with pseudo-sequence DRB1_0404. The binding affinity (normalized) is 0.589.